Dataset: NCI-60 drug combinations with 297,098 pairs across 59 cell lines. Task: Regression. Given two drug SMILES strings and cell line genomic features, predict the synergy score measuring deviation from expected non-interaction effect. (1) Drug 1: CC(C1=C(C=CC(=C1Cl)F)Cl)OC2=C(N=CC(=C2)C3=CN(N=C3)C4CCNCC4)N. Drug 2: N.N.Cl[Pt+2]Cl. Cell line: U251. Synergy scores: CSS=-3.96, Synergy_ZIP=-1.34, Synergy_Bliss=-6.64, Synergy_Loewe=-6.87, Synergy_HSA=-6.91. (2) Drug 1: C(CC(=O)O)C(=O)CN.Cl. Drug 2: N.N.Cl[Pt+2]Cl. Cell line: BT-549. Synergy scores: CSS=23.6, Synergy_ZIP=-2.99, Synergy_Bliss=1.00, Synergy_Loewe=-6.07, Synergy_HSA=2.13.